Dataset: Kir2.1 potassium channel HTS with 301,493 compounds. Task: Binary Classification. Given a drug SMILES string, predict its activity (active/inactive) in a high-throughput screening assay against a specified biological target. (1) The compound is Clc1cc(c2n(nnn2)CCC)cc(Cl)c1. The result is 0 (inactive). (2) The drug is S(=O)(=O)(c1nnn2c3c(c(NC4CCN(CC4)Cc4ccccc4)nc12)cccc3)c1ccccc1. The result is 0 (inactive). (3) The compound is S(=O)(=O)(c1nc(oc1NCc1occc1)c1occc1)c1ccccc1. The result is 0 (inactive). (4) The drug is S(=O)(=O)(Nc1sc(SCC)nn1)c1ccc(cc1)C. The result is 0 (inactive). (5) The molecule is FC(F)(F)c1cc(Cn2c(=O)c(ccc2)C(=O)NC)ccc1. The result is 0 (inactive). (6) The compound is S(c1n(CCC)c(nn1)c1occc1)CC(=O)NCCc1ccccc1. The result is 0 (inactive). (7) The molecule is O=C1N(c2ccc(cc2)C(OCCC)=O)C(=O)c2c1cccc2. The result is 0 (inactive).